This data is from Forward reaction prediction with 1.9M reactions from USPTO patents (1976-2016). The task is: Predict the product of the given reaction. (1) Given the reactants [Cl:1][C:2]1[CH:3]=[CH:4][C:5]2[N:28]3[C:29]([CH:32]=[O:33])=[CH:30][CH:31]=[C:27]3[C:8]3([CH2:13][CH2:12][N:11]([C:14](=[O:26])[C:15]4[CH:20]=[CH:19][C:18]([O:21][CH:22]([CH3:24])[CH3:23])=[C:17]([CH3:25])[CH:16]=4)[CH2:10][CH2:9]3)[O:7][C:6]=2[CH:34]=1.[Mn]([O-])(=O)(=O)=[O:36].[K+], predict the reaction product. The product is: [Cl:1][C:2]1[CH:3]=[CH:4][C:5]2[N:28]3[C:29]([C:32]([OH:36])=[O:33])=[CH:30][CH:31]=[C:27]3[C:8]3([CH2:13][CH2:12][N:11]([C:14](=[O:26])[C:15]4[CH:20]=[CH:19][C:18]([O:21][CH:22]([CH3:24])[CH3:23])=[C:17]([CH3:25])[CH:16]=4)[CH2:10][CH2:9]3)[O:7][C:6]=2[CH:34]=1. (2) Given the reactants [F:1][C:2]([F:14])([F:13])[C:3]1[CH:8]=[CH:7][C:6]([CH2:9][C:10]([OH:12])=O)=[CH:5][CH:4]=1.[C:15]([O:19][C:20]([N:22]1[CH2:27][CH2:26][C:25]2[N:28]([CH3:47])[C:29]([C:31]3[C:36]([C:37]#[C:38][C:39]4[CH:44]=[CH:43][CH:42]=[C:41]([NH2:45])[CH:40]=4)=[CH:35][N:34]=[C:33]([NH2:46])[N:32]=3)=[CH:30][C:24]=2[C:23]1=[O:48])=[O:21])([CH3:18])([CH3:17])[CH3:16].CN(C(ON1N=NC2C=CC=CC1=2)=[N+](C)C)C.[B-](F)(F)(F)F.CCN(C(C)C)C(C)C.C([O-])(O)=O.[Na+], predict the reaction product. The product is: [C:15]([O:19][C:20]([N:22]1[CH2:27][CH2:26][C:25]2[N:28]([CH3:47])[C:29]([C:31]3[C:36]([C:37]#[C:38][C:39]4[CH:44]=[CH:43][CH:42]=[C:41]([NH:45][C:10](=[O:12])[CH2:9][C:6]5[CH:5]=[CH:4][C:3]([C:2]([F:1])([F:14])[F:13])=[CH:8][CH:7]=5)[CH:40]=4)=[CH:35][N:34]=[C:33]([NH2:46])[N:32]=3)=[CH:30][C:24]=2[C:23]1=[O:48])=[O:21])([CH3:18])([CH3:17])[CH3:16]. (3) Given the reactants Br[C:2]1[CH:3]=[C:4]([CH:25]=[CH:26][N:27]=1)[C:5]([NH:7][C:8]1[S:9][C:10]2[C:16]([N:17]3[CH2:22][CH2:21][O:20][CH2:19][CH2:18]3)=[CH:15][CH:14]=[C:13]([O:23][CH3:24])[C:11]=2[N:12]=1)=[O:6].C(=O)([O-])[O-].[Cs+].[Cs+].[NH2:34][CH2:35][CH2:36][N:37]1[CH2:42][CH2:41][CH2:40][CH2:39][CH2:38]1, predict the reaction product. The product is: [CH3:24][O:23][C:13]1[C:11]2[N:12]=[C:8]([NH:7][C:5](=[O:6])[C:4]3[CH:25]=[CH:26][N:27]=[C:2]([NH:34][CH2:35][CH2:36][N:37]4[CH2:42][CH2:41][CH2:40][CH2:39][CH2:38]4)[CH:3]=3)[S:9][C:10]=2[C:16]([N:17]2[CH2:22][CH2:21][O:20][CH2:19][CH2:18]2)=[CH:15][CH:14]=1. (4) Given the reactants [CH3:1][S:2]([N:5]=[CH:6]OCC)(=[O:4])=[O:3].[NH2:10][CH:11]1[CH2:16][CH2:15][N:14]([CH2:17][C:18]2[CH:23]=[CH:22][CH:21]=[CH:20][CH:19]=2)[CH2:13][CH2:12]1, predict the reaction product. The product is: [CH3:1][S:2]([N:5]=[CH:6][NH:10][CH:11]1[CH2:16][CH2:15][N:14]([CH2:17][C:18]2[CH:23]=[CH:22][CH:21]=[CH:20][CH:19]=2)[CH2:13][CH2:12]1)(=[O:3])=[O:4]. (5) Given the reactants [Cl:1][C:2]1[C:7]([CH:8]=[O:9])=[CH:6][N:5]=[C:4]([S:10][CH3:11])[N:3]=1.[CH:12]1C=C[NH+]=C[CH:17]=1.[O-][Cr](Cl)(=O)=O, predict the reaction product. The product is: [Cl:1][C:2]1[C:7]([C:8](=[O:9])[CH2:12][CH3:17])=[CH:6][N:5]=[C:4]([S:10][CH3:11])[N:3]=1. (6) The product is: [CH2:2]([O:3][C:4]([C:5]1[NH:6][C:14](=[O:15])[C:13]2[C:8]([C:7]=1[OH:17])=[CH:9][CH:10]=[C:11]([I:16])[CH:12]=2)=[O:18])[CH2:20][CH2:21][CH3:22]. Given the reactants [Na].[CH3:2][O:3][C:4](=[O:18])[CH2:5][N:6]1[C:14](=[O:15])[C:13]2[C:8](=[CH:9][CH:10]=[C:11]([I:16])[CH:12]=2)[C:7]1=[O:17].[O-][CH2:20][CH2:21][CH2:22]C.[Na+].Cl, predict the reaction product.